Task: Predict the reactants needed to synthesize the given product.. Dataset: Full USPTO retrosynthesis dataset with 1.9M reactions from patents (1976-2016) The reactants are: [F:1][C:2]1[CH:7]=[C:6]([N+:8]([O-:10])=[O:9])[C:5]([F:11])=[CH:4][C:3]=1[OH:12].C(=O)([O-])[O-].[K+].[K+].Br[CH2:20][CH3:21].ICC. Given the product [CH2:20]([O:12][C:3]1[CH:4]=[C:5]([F:11])[C:6]([N+:8]([O-:10])=[O:9])=[CH:7][C:2]=1[F:1])[CH3:21], predict the reactants needed to synthesize it.